Predict the reactants needed to synthesize the given product. From a dataset of Full USPTO retrosynthesis dataset with 1.9M reactions from patents (1976-2016). Given the product [CH2:6]([O:5][P:4]([CH2:9][N:10]1[C:11](=[O:12])[N:19]2[CH:18]=[N:17][C:16]([C:20](=[O:21])[NH2:22])=[C:15]2[N:13]=[N:14]1)(=[O:8])[O:3][CH2:1][CH3:2])[CH3:7], predict the reactants needed to synthesize it. The reactants are: [CH2:1]([O:3][P:4]([CH2:9][N:10]=[C:11]=[O:12])(=[O:8])[O:5][CH2:6][CH3:7])[CH3:2].[N+:13](=[C:15]1[N:19]=[CH:18][N:17]=[C:16]1[C:20]([NH2:22])=[O:21])=[N-:14].CCOCC.